Task: Predict the reaction yield, written as a fraction of the theoretical maximum amount of product (1.0 means a 100% yield; for example, 0.34 means a 34% yield).. Dataset: Reaction yield outcomes from USPTO patents with 853,638 reactions (1) The reactants are [CH3:1][N:2]1[CH2:7][CH2:6][CH:5]([NH2:8])[CH2:4][CH2:3]1.F[C:10]1[CH:15]=[CH:14][C:13]([N+:16]([O-:18])=[O:17])=[CH:12][CH:11]=1. The catalyst is CS(C)=O. The product is [CH3:1][N:2]1[CH2:7][CH2:6][CH:5]([NH:8][C:10]2[CH:15]=[CH:14][C:13]([N+:16]([O-:18])=[O:17])=[CH:12][CH:11]=2)[CH2:4][CH2:3]1. The yield is 0.850. (2) The reactants are Cl.Cl.[NH2:3][NH2:4].C(O[CH:8]=[CH:9][C:10](=O)[C:11]([F:14])([F:13])[F:12])C. The catalyst is C(O)C. The product is [F:12][C:11]([F:14])([F:13])[C:10]1[CH:9]=[CH:8][NH:4][N:3]=1. The yield is 0.880. (3) The reactants are [CH2:1]([NH2:7])[CH2:2][CH2:3][CH2:4][CH2:5][NH2:6].[C:8]1(=[O:14])[O:13][C:11](=[O:12])[CH2:10][CH2:9]1. The catalyst is CO.C(Cl)Cl. The product is [NH2:6][CH2:5][CH2:4][CH2:3][CH2:2][CH2:1][NH:7][C:8](=[O:14])[CH2:9][CH2:10][C:11]([OH:13])=[O:12]. The yield is 0.800. (4) The reactants are C[Si]([N-][Si](C)(C)C)(C)C.[Li+].[CH3:11][O:12][C:13](=[O:26])[CH2:14][NH:15][C:16]([O:18][CH2:19][C:20]1[CH:25]=[CH:24][CH:23]=[CH:22][CH:21]=1)=[O:17].[C:27](Cl)(=[O:41])/[CH:28]=[CH:29]/[CH2:30][CH2:31][CH2:32][CH2:33][CH2:34][CH2:35][CH2:36][CH2:37][CH2:38][CH2:39][CH3:40]. The catalyst is C1COCC1. The product is [CH2:19]([O:18][C:16]([N:15]([CH2:14][C:13]([O:12][CH3:11])=[O:26])[C:27](=[O:41])/[CH:28]=[CH:29]/[CH2:30][CH2:31][CH2:32][CH2:33][CH2:34][CH2:35][CH2:36][CH2:37][CH2:38][CH2:39][CH3:40])=[O:17])[C:20]1[CH:25]=[CH:24][CH:23]=[CH:22][CH:21]=1. The yield is 0.662. (5) The reactants are [F:1][C:2]([C:5]1[CH:6]=[C:7]([CH:24]=[CH:25][CH:26]=1)[CH2:8][CH:9]([CH:15]([C:17]1[CH:22]=[CH:21][C:20]([F:23])=[CH:19][CH:18]=1)[OH:16])[C:10]([O:12]CC)=[O:11])([F:4])[CH3:3].[OH-].[Na+]. The catalyst is O1CCCC1CCO. The product is [F:1][C:2]([C:5]1[CH:6]=[C:7]([CH:24]=[CH:25][CH:26]=1)[CH2:8][CH:9]([CH:15]([C:17]1[CH:18]=[CH:19][C:20]([F:23])=[CH:21][CH:22]=1)[OH:16])[C:10]([OH:12])=[O:11])([F:4])[CH3:3]. The yield is 0.820.